The task is: Predict the product of the given reaction.. This data is from Forward reaction prediction with 1.9M reactions from USPTO patents (1976-2016). (1) The product is: [F:5][C:6]1[CH:11]=[CH:10][C:9]([N+:12]([O-:14])=[O:13])=[CH:8][C:7]=1[OH:15]. Given the reactants B(Br)(Br)Br.[F:5][C:6]1[CH:11]=[CH:10][C:9]([N+:12]([O-:14])=[O:13])=[CH:8][C:7]=1[O:15]C, predict the reaction product. (2) Given the reactants C(OC([N:8]1[CH2:13][CH2:12][N:11]([C:14]2[CH:19]=[C:18]([NH2:20])[CH:17]=[CH:16][CH:15]=2)[CH2:10][CH2:9]1)=O)(C)(C)C.[F:21][CH:22]([F:34])[O:23][C:24]1[CH:25]=[C:26]([S:30]([Cl:33])(=[O:32])=[O:31])[CH:27]=[CH:28][CH:29]=1, predict the reaction product. The product is: [ClH:33].[F:34][CH:22]([F:21])[O:23][C:24]1[CH:25]=[C:26]([S:30]([NH:20][C:18]2[CH:17]=[CH:16][CH:15]=[C:14]([N:11]3[CH2:10][CH2:9][NH:8][CH2:13][CH2:12]3)[CH:19]=2)(=[O:32])=[O:31])[CH:27]=[CH:28][CH:29]=1. (3) The product is: [CH2:13]([C:17]1[N:21]([CH2:22][C:23]2[CH:24]=[CH:25][C:26]([C:29]3[CH:34]=[CH:33][CH:32]=[CH:31][C:30]=3[C:35]3[NH:3][C:4](=[O:7])[O:5][N:36]=3)=[CH:27][CH:28]=2)[C:20](=[O:37])[N:19]([CH2:38][CH:39]2[CH2:44][CH2:43][CH2:42][CH2:41][O:40]2)[N:18]=1)[CH2:14][CH2:15][CH3:16]. Given the reactants [Cl-].O[NH3+:3].[C:4](=[O:7])([O-])[OH:5].[Na+].CS(C)=O.[CH2:13]([C:17]1[N:21]([CH2:22][C:23]2[CH:28]=[CH:27][C:26]([C:29]3[C:30]([C:35]#[N:36])=[CH:31][CH:32]=[CH:33][CH:34]=3)=[CH:25][CH:24]=2)[C:20](=[O:37])[N:19]([CH2:38][CH:39]2[CH2:44][CH2:43][CH2:42][CH2:41][O:40]2)[N:18]=1)[CH2:14][CH2:15][CH3:16], predict the reaction product. (4) Given the reactants Cl[C:2]1[C:7]([CH3:8])=[C:6]([Cl:9])[N:5]=[CH:4][N:3]=1.[OH:10][CH:11]1[CH2:16][CH2:15][N:14]([C:17]([O:19][CH:20]([CH3:22])[CH3:21])=[O:18])[CH2:13][CH2:12]1.CC(C)([O-])C.[K+], predict the reaction product. The product is: [Cl:9][C:6]1[N:5]=[CH:4][N:3]=[C:2]([O:10][CH:11]2[CH2:12][CH2:13][N:14]([C:17]([O:19][CH:20]([CH3:22])[CH3:21])=[O:18])[CH2:15][CH2:16]2)[C:7]=1[CH3:8]. (5) Given the reactants [C:1]([O:5][C:6]([N:8]1[CH2:17][CH2:16][C:15]2[C:10](=[CH:11][CH:12]=[C:13](I)[CH:14]=2)[CH2:9]1)=[O:7])([CH3:4])([CH3:3])[CH3:2].[O:19]1[CH2:21][CH2:20]1, predict the reaction product. The product is: [C:1]([O:5][C:6]([N:8]1[CH2:17][CH2:16][C:15]2[C:10](=[CH:11][CH:12]=[C:13]([CH2:21][CH2:20][OH:19])[CH:14]=2)[CH2:9]1)=[O:7])([CH3:4])([CH3:3])[CH3:2]. (6) Given the reactants [CH3:1][CH2:2][C@@:3]1([OH:26])[C:8](=[O:9])[O:7][CH2:6][C:5]2[C:10]([N:12]3[C:24](=[CH:25][C:4]1=2)[C:23]1[N:22]=[C:21]2[C:16]([CH:17]=[CH:18][CH:19]=[CH:20]2)=[CH:15][C:14]=1[CH2:13]3)=[O:11].[H][H], predict the reaction product. The product is: [CH3:1][CH2:2][C@@:3]1([OH:26])[C:8](=[O:9])[O:7][CH2:6][C:5]2[C:10]([N:12]3[C:24](=[CH:25][C:4]1=2)[CH:23]1[CH:14]([CH2:15][C:16]2[C:21]([NH:22]1)=[CH:20][CH:19]=[CH:18][CH:17]=2)[CH2:13]3)=[O:11]. (7) Given the reactants [C:1]([O:5][C:6](=[O:19])[NH:7][C:8]1[CH:13]=[CH:12][C:11]([CH:14]([CH2:17][NH2:18])[CH2:15][NH2:16])=[CH:10][CH:9]=1)([CH3:4])([CH3:3])[CH3:2].[S:20](N)(N)(=[O:22])=[O:21], predict the reaction product. The product is: [C:1]([O:5][C:6](=[O:19])[NH:7][C:8]1[CH:13]=[CH:12][C:11]([CH:14]2[CH2:15][NH:16][S:20](=[O:22])(=[O:21])[NH:18][CH2:17]2)=[CH:10][CH:9]=1)([CH3:4])([CH3:2])[CH3:3]. (8) The product is: [N:23]1[S:27][N:26]=[C:25]2[CH:28]=[C:29]([CH2:32][NH:1][CH2:2][CH2:3][CH2:4][N:5]3[CH2:9][C@@H:8]([C:10]4[C:19]5[C:14](=[CH:15][CH:16]=[C:17]([O:20][CH3:21])[CH:18]=5)[N:13]=[CH:12][CH:11]=4)[O:7][C:6]3=[O:22])[CH:30]=[CH:31][C:24]=12. Given the reactants [NH2:1][CH2:2][CH2:3][CH2:4][N:5]1[CH2:9][C@@H:8]([C:10]2[C:19]3[C:14](=[CH:15][CH:16]=[C:17]([O:20][CH3:21])[CH:18]=3)[N:13]=[CH:12][CH:11]=2)[O:7][C:6]1=[O:22].[N:23]1[S:27][N:26]=[C:25]2[CH:28]=[C:29]([CH:32]=O)[CH:30]=[CH:31][C:24]=12.CO.[BH4-].[Na+], predict the reaction product. (9) The product is: [N:22]1[CH:23]=[CH:24][CH:25]=[C:20]([C:18]2[N:4]=[C:2]([NH:1][C:5]3[CH:15]=[CH:14][C:8]([C:9]([O:11][CH2:12][CH3:13])=[O:10])=[CH:7][CH:6]=3)[S:3][CH:17]=2)[CH:21]=1. Given the reactants [NH:1]([C:5]1[CH:15]=[CH:14][C:8]([C:9]([O:11][CH2:12][CH3:13])=[O:10])=[CH:7][CH:6]=1)[C:2]([NH2:4])=[S:3].Br[CH2:17][C:18]([C:20]1[CH:21]=[N:22][CH:23]=[CH:24][CH:25]=1)=O, predict the reaction product.